Dataset: Catalyst prediction with 721,799 reactions and 888 catalyst types from USPTO. Task: Predict which catalyst facilitates the given reaction. (1) Reactant: Br[C:2]1[CH:3]=[CH:4][C:5]([O:21][CH3:22])=[C:6]([NH:8][C:9]2[S:10][CH:11]=[C:12]([C:14]3[S:18][C:17]([CH3:19])=[N:16][C:15]=3[CH3:20])[N:13]=2)[CH:7]=1.[CH3:23][C:24]1[C:28](B2OC(C)(C)C(C)(C)O2)=[C:27]([CH3:38])[O:26][N:25]=1.C([O-])([O-])=O.[Na+].[Na+]. Product: [CH3:19][C:17]1[S:18][C:14]([C:12]2[N:13]=[C:9]([NH:8][C:6]3[CH:7]=[C:2]([C:28]4[C:24]([CH3:23])=[N:25][O:26][C:27]=4[CH3:38])[CH:3]=[CH:4][C:5]=3[O:21][CH3:22])[S:10][CH:11]=2)=[C:15]([CH3:20])[N:16]=1. The catalyst class is: 104. (2) Reactant: [OH:1][CH:2]1[CH2:7][CH2:6][N:5]([CH3:8])[CH2:4][CH2:3]1.[H-].[Na+].[F:11][C:12]1[CH:13]=[C:14]([N+:19]([O-:21])=[O:20])[CH:15]=[CH:16][C:17]=1F. Product: [F:11][C:12]1[CH:13]=[C:14]([N+:19]([O-:21])=[O:20])[CH:15]=[CH:16][C:17]=1[O:1][CH:2]1[CH2:7][CH2:6][N:5]([CH3:8])[CH2:4][CH2:3]1. The catalyst class is: 7. (3) Reactant: OO.[F:3][C:4]([F:19])([F:18])[C:5]1[C:10]([F:11])=[C:9]([O:12][CH2:13][CH3:14])[CH:8]=[CH:7][C:6]=1B(O)O.S([O-])(O)=[O:21].[Na+]. Product: [F:3][C:4]([F:19])([F:18])[C:5]1[C:10]([F:11])=[C:9]([O:12][CH2:13][CH3:14])[CH:8]=[CH:7][C:6]=1[OH:21]. The catalyst class is: 1. (4) Reactant: [CH2:1]([N:3]([CH2:7][CH3:8])[CH2:4][CH2:5][NH2:6])[CH3:2].S=[C:10]1[CH2:14][S:13][C:12](=[O:15])[NH:11]1.[Cl:16][C:17]1[CH:18]=[C:19]([CH:22]=[CH:23][C:24]=1[O:25][C:26]1[CH:31]=[CH:30][C:29]([CH:32]=O)=[CH:28][C:27]=1[O:34][CH3:35])[C:20]#[N:21].CC(C)([O-])C.[K+].[Cl-].[NH4+]. Product: [Cl:16][C:17]1[CH:18]=[C:19]([CH:22]=[CH:23][C:24]=1[O:25][C:26]1[CH:31]=[CH:30][C:29](/[CH:32]=[C:14]2/[C:10]([NH:6][CH2:5][CH2:4][N:3]([CH2:7][CH3:8])[CH2:1][CH3:2])=[N:11][C:12](=[O:15])[S:13]/2)=[CH:28][C:27]=1[O:34][CH3:35])[C:20]#[N:21]. The catalyst class is: 8. (5) Reactant: [CH3:1][O:2][C:3]1[CH:8]=[CH:7][C:6]([CH:9]2[C:18]3[C:13](=[CH:14][CH:15]=[CH:16][CH:17]=3)[CH2:12][CH2:11][NH:10]2)=[CH:5][CH:4]=1.[F:19][C:20]1[CH:25]=[CH:24][C:23]([N:26]=[C:27]=[O:28])=[CH:22][CH:21]=1. Product: [F:19][C:20]1[CH:25]=[CH:24][C:23]([NH:26][C:27]([N:10]2[CH2:11][CH2:12][C:13]3[C:18](=[CH:17][CH:16]=[CH:15][CH:14]=3)[CH:9]2[C:6]2[CH:5]=[CH:4][C:3]([O:2][CH3:1])=[CH:8][CH:7]=2)=[O:28])=[CH:22][CH:21]=1. The catalyst class is: 2. (6) Reactant: C(=O)(O)[O-].[Na+].Cl.[NH2:7][OH:8].[C:9](O[C:9]([O:11][C:12]([CH3:15])([CH3:14])[CH3:13])=[O:10])([O:11][C:12]([CH3:15])([CH3:14])[CH3:13])=[O:10]. The catalyst class is: 1. Product: [C:12]([O:11][C:9](=[O:10])[NH:7][OH:8])([CH3:15])([CH3:14])[CH3:13].